This data is from Merck oncology drug combination screen with 23,052 pairs across 39 cell lines. The task is: Regression. Given two drug SMILES strings and cell line genomic features, predict the synergy score measuring deviation from expected non-interaction effect. (1) Drug 1: O=c1[nH]cc(F)c(=O)[nH]1. Drug 2: CCc1cnn2c(NCc3ccc[n+]([O-])c3)cc(N3CCCCC3CCO)nc12. Cell line: SKOV3. Synergy scores: synergy=-13.9. (2) Drug 1: Cn1nnc2c(C(N)=O)ncn2c1=O. Drug 2: CC(C)CC(NC(=O)C(Cc1ccccc1)NC(=O)c1cnccn1)B(O)O. Cell line: NCIH1650. Synergy scores: synergy=-30.1. (3) Drug 1: NC1CCCCC1N.O=C(O)C(=O)O.[Pt+2]. Drug 2: Cn1cc(-c2cnn3c(N)c(Br)c(C4CCCNC4)nc23)cn1. Cell line: UWB1289. Synergy scores: synergy=-4.37. (4) Drug 1: C=CCn1c(=O)c2cnc(Nc3ccc(N4CCN(C)CC4)cc3)nc2n1-c1cccc(C(C)(C)O)n1. Drug 2: NC1CCCCC1N.O=C(O)C(=O)O.[Pt+2]. Cell line: HCT116. Synergy scores: synergy=1.01. (5) Drug 1: O=S1(=O)NC2(CN1CC(F)(F)F)C1CCC2Cc2cc(C=CCN3CCC(C(F)(F)F)CC3)ccc2C1. Drug 2: CC(C)CC(NC(=O)C(Cc1ccccc1)NC(=O)c1cnccn1)B(O)O. Cell line: SW620. Synergy scores: synergy=10.9. (6) Drug 1: COC12C(COC(N)=O)C3=C(C(=O)C(C)=C(N)C3=O)N1CC1NC12. Drug 2: COC1CC2CCC(C)C(O)(O2)C(=O)C(=O)N2CCCCC2C(=O)OC(C(C)CC2CCC(OP(C)(C)=O)C(OC)C2)CC(=O)C(C)C=C(C)C(O)C(OC)C(=O)C(C)CC(C)C=CC=CC=C1C. Cell line: ES2. Synergy scores: synergy=25.8. (7) Drug 1: COC12C(COC(N)=O)C3=C(C(=O)C(C)=C(N)C3=O)N1CC1NC12. Drug 2: CC1(c2nc3c(C(N)=O)cccc3[nH]2)CCCN1. Cell line: ES2. Synergy scores: synergy=-0.325. (8) Drug 1: NC1(c2ccc(-c3nc4ccn5c(=O)[nH]nc5c4cc3-c3ccccc3)cc2)CCC1. Synergy scores: synergy=80.1. Drug 2: Cc1nc(Nc2ncc(C(=O)Nc3c(C)cccc3Cl)s2)cc(N2CCN(CCO)CC2)n1. Cell line: RKO.